From a dataset of Reaction yield outcomes from USPTO patents with 853,638 reactions. Predict the reaction yield, written as a fraction of the theoretical maximum amount of product (1.0 means a 100% yield; for example, 0.34 means a 34% yield). (1) The reactants are CO.[CH2:3]([O:10][C:11]1[N:16]=[CH:15][C:14]([CH:17]=[O:18])=[CH:13][CH:12]=1)[C:4]1[CH:9]=[CH:8][CH:7]=[CH:6][CH:5]=1.[BH4-].[Na+]. The catalyst is O. The product is [CH2:3]([O:10][C:11]1[N:16]=[CH:15][C:14]([CH2:17][OH:18])=[CH:13][CH:12]=1)[C:4]1[CH:5]=[CH:6][CH:7]=[CH:8][CH:9]=1. The yield is 0.911. (2) The catalyst is C(O)(=O)C. The yield is 0.331. The product is [CH3:5][O:6][C:7]1[N:12]=[C:11]2[S:1][C:2]([NH2:3])=[N:13][C:10]2=[CH:9][CH:8]=1. The reactants are [S-:1][C:2]#[N:3].[K+].[CH3:5][O:6][C:7]1[N:12]=[CH:11][C:10]([NH2:13])=[CH:9][CH:8]=1.BrBr.O. (3) The reactants are C1(C)C=CC(S([O:10][CH2:11][CH2:12][CH2:13][CH:14]=[C:15]([CH3:27])[CH2:16][CH2:17][CH:18]=[C:19]([CH3:26])[CH2:20][CH2:21][CH:22]=[C:23]([CH3:25])[CH3:24])(=O)=O)=CC=1.[OH:29][CH2:30][CH:31]([CH2:33]O)[OH:32]. No catalyst specified. The product is [CH3:27][C:15]([CH2:16][CH2:17][CH:18]=[C:19]([CH3:26])[CH2:20][CH2:21][CH:22]=[C:23]([CH3:24])[CH3:25])=[CH:14][CH2:13][CH2:12][CH2:11][O:10][CH2:33][CH:31]([CH2:30][OH:29])[OH:32]. The yield is 0.170. (4) The reactants are [H-].[Na+].[CH3:3][O:4][CH2:5][CH2:6][O:7]CCO.[CH2:11]([O:13][C:14](=[O:42])[CH2:15][CH2:16][CH2:17][CH2:18][CH2:19][O:20][CH2:21][CH2:22][O:23][CH2:24][CH2:25][O:26][CH2:27][CH2:28][O:29][CH2:30][CH2:31][O:32][CH2:33][CH2:34][O:35][CH2:36][CH2:37]S(C)(=O)=O)[CH3:12]. The catalyst is C1(C)C=CC=CC=1. The product is [CH2:11]([O:13][C:14](=[O:42])[CH2:15][CH2:16][CH2:17][CH2:18][CH2:19][O:20][CH2:21][CH2:22][O:23][CH2:24][CH2:25][O:26][CH2:27][CH2:28][O:29][CH2:30][CH2:31][O:32][CH2:33][CH2:34][O:35][CH2:36][CH2:37][O:7][CH2:6][CH2:5][O:4][CH3:3])[CH3:12]. The yield is 0.570. (5) The reactants are [CH2:1]([O:3][C:4](=[O:17])[C:5]#[C:6][C:7]1[CH:8]=[N:9][CH:10]=[C:11]([S:13]([CH3:16])(=[O:15])=[O:14])[CH:12]=1)[CH3:2].[C:18]([O:22][C:23]([N:25]1[C:34]2[C:29](=[CH:30][CH:31]=[C:32]([CH2:35][CH2:36][O:37][C:38]3[CH:39]=[C:40]4[C:44](=[CH:45][CH:46]=3)[NH:43][CH:42]=[CH:41]4)[N:33]=2)[CH2:28][CH2:27][CH2:26]1)=[O:24])([CH3:21])([CH3:20])[CH3:19]. No catalyst specified. The product is [C:18]([O:22][C:23]([N:25]1[C:34]2[C:29](=[CH:30][CH:31]=[C:32]([CH2:35][CH2:36][O:37][C:38]3[CH:39]=[C:40]4[C:44](=[CH:45][CH:46]=3)[N:43]([C:6]([C:7]3[CH:8]=[N:9][CH:10]=[C:11]([S:13]([CH3:16])(=[O:14])=[O:15])[CH:12]=3)=[CH:5][C:4]([O:3][CH2:1][CH3:2])=[O:17])[CH:42]=[CH:41]4)[N:33]=2)[CH2:28][CH2:27][CH2:26]1)=[O:24])([CH3:21])([CH3:19])[CH3:20]. The yield is 0.800. (6) The reactants are Cl.[CH:2]([C:5]1[N:9]=[C:8]([CH:10]2[CH2:15][CH2:14][NH:13][CH2:12][CH2:11]2)[O:7][N:6]=1)([CH3:4])[CH3:3].C(N(C(C)C)CC)(C)C.[Cl:25][C:26]1[C:31]([CH3:32])=[C:30](Cl)[N:29]=[CH:28][N:27]=1. The catalyst is ClCCl. The product is [Cl:25][C:26]1[N:27]=[CH:28][N:29]=[C:30]([N:13]2[CH2:14][CH2:15][CH:10]([C:8]3[O:7][N:6]=[C:5]([CH:2]([CH3:4])[CH3:3])[N:9]=3)[CH2:11][CH2:12]2)[C:31]=1[CH3:32]. The yield is 0.430. (7) The reactants are [CH3:1][O:2][C:3]1[CH:4]=[C:5]2[C:10](=[CH:11][CH:12]=1)[O:9][C:8](=[O:13])[CH2:7][CH2:6]2.[H-].C([Al+]CC(C)C)C(C)C.C(OCC)(=O)C.[C@H](O)(C([O-])=O)[C@@H](O)C([O-])=O.[Na+].[K+]. The catalyst is ClCCl.C1(C)C=CC=CC=1. The product is [CH3:1][O:2][C:3]1[CH:4]=[C:5]2[C:10](=[CH:11][CH:12]=1)[O:9][CH:8]([OH:13])[CH2:7][CH2:6]2. The yield is 0.780.